The task is: Predict the reactants needed to synthesize the given product.. This data is from Full USPTO retrosynthesis dataset with 1.9M reactions from patents (1976-2016). (1) Given the product [CH:4]1([C:7]2[N:12]=[C:11]([Cl:13])[C:10]([Cl:14])=[C:9]([C:15]([O:17][CH3:3])=[O:16])[N:8]=2)[CH2:5][CH2:6]1, predict the reactants needed to synthesize it. The reactants are: [N+](=[CH2:3])=[N-].[CH:4]1([C:7]2[N:12]=[C:11]([Cl:13])[C:10]([Cl:14])=[C:9]([C:15]([OH:17])=[O:16])[N:8]=2)[CH2:6][CH2:5]1. (2) Given the product [CH2:32]([N:34]1[CH2:35][CH2:36][N:37]([C:40]2[CH:46]=[CH:45][C:43]([NH:44][C:29]([C:22]3[C:23]4[N:24]=[CH:25][CH:26]=[N:27][C:28]=4[C:19]([C:9]4[C:8]([Cl:7])=[C:13]([O:14][CH3:15])[CH:12]=[C:11]([O:16][CH3:17])[C:10]=4[Cl:18])=[CH:20][CH:21]=3)=[O:31])=[CH:42][CH:41]=2)[CH2:38][CH2:39]1)[CH3:33], predict the reactants needed to synthesize it. The reactants are: CCCP(=O)=O.[Cl:7][C:8]1[C:13]([O:14][CH3:15])=[CH:12][C:11]([O:16][CH3:17])=[C:10]([Cl:18])[C:9]=1[C:19]1[C:28]2[N:27]=[CH:26][CH:25]=[N:24][C:23]=2[C:22]([C:29]([OH:31])=O)=[CH:21][CH:20]=1.[CH2:32]([N:34]1[CH2:39][CH2:38][N:37]([C:40]2[CH:46]=[CH:45][C:43]([NH2:44])=[CH:42][CH:41]=2)[CH2:36][CH2:35]1)[CH3:33].CCN(CC)CC. (3) Given the product [C:8]([OH:10])(=[O:9])[C@H:6]([C@@H:4]([C:1]([OH:3])=[O:2])[OH:5])[OH:7], predict the reactants needed to synthesize it. The reactants are: [C:1]([CH:4]([CH:6]([C:8]([O-:10])=[O:9])[OH:7])[OH:5])([O-:3])=[O:2].C(O)(=O)C(C(C(O)=O)O)O. (4) Given the product [Br:23][C:17]1[C:16]2[N:15]([N:14]=[C:34]([C:33]([F:44])([F:43])[F:32])[N:24]=2)[C:20]([O:21][CH3:22])=[CH:19][CH:18]=1, predict the reactants needed to synthesize it. The reactants are: C1(C)C=C(C)C=C(C)C=1S([O-])(=O)=O.[NH2:14][N+:15]1[C:20]([O:21][CH3:22])=[CH:19][CH:18]=[C:17]([Br:23])[C:16]=1[NH2:24].C(N(CC)CC)C.[F:32][C:33]([F:44])([F:43])[C:34](O[C:34](=O)[C:33]([F:44])([F:43])[F:32])=O.O. (5) Given the product [C:17]([O:16][C:15](=[O:21])[NH:14][C:11]1[CH:10]=[CH:9][C:8]([O:7][C:23]2[CH:28]=[C:27]([N:29]3[CH:33]=[N:32][CH:31]=[N:30]3)[N:26]=[CH:25][N:24]=2)=[CH:13][CH:12]=1)([CH3:18])([CH3:20])[CH3:19], predict the reactants needed to synthesize it. The reactants are: CC(C)([O-])C.[K+].[OH:7][C:8]1[CH:13]=[CH:12][C:11]([NH:14][C:15](=[O:21])[O:16][C:17]([CH3:20])([CH3:19])[CH3:18])=[CH:10][CH:9]=1.Cl[C:23]1[CH:28]=[C:27]([N:29]2[CH:33]=[N:32][CH:31]=[N:30]2)[N:26]=[CH:25][N:24]=1.O.